Dataset: Full USPTO retrosynthesis dataset with 1.9M reactions from patents (1976-2016). Task: Predict the reactants needed to synthesize the given product. (1) Given the product [F:1][C:2]1[C:3]([O:31][CH3:32])=[CH:4][C:5]([CH2:26][C:27]([F:29])([F:28])[F:30])=[C:6]([C:8]2[N:13]=[C:12]([NH:38][CH2:37][C:36]3[CH:51]=[CH:52][CH:53]=[CH:54][C:35]=3[N:34]([CH3:33])[S:55]([CH3:58])(=[O:57])=[O:56])[C:11]3[C:14]([I:25])=[N:15][N:16]([CH2:17][O:18][CH2:19][CH2:20][Si:21]([CH3:24])([CH3:22])[CH3:23])[C:10]=3[CH:9]=2)[CH:7]=1, predict the reactants needed to synthesize it. The reactants are: [F:1][C:2]1[C:3]([O:31][CH3:32])=[CH:4][C:5]([CH2:26][C:27]([F:30])([F:29])[F:28])=[C:6]([C:8]2[N:13]=[CH:12][C:11]3[C:14]([I:25])=[N:15][N:16]([CH2:17][O:18][CH2:19][CH2:20][Si:21]([CH3:24])([CH3:23])[CH3:22])[C:10]=3[CH:9]=2)[CH:7]=1.[CH3:33][N:34]([S:55]([CH3:58])(=[O:57])=[O:56])[C:35]1[CH:54]=[CH:53][CH:52]=[CH:51][C:36]=1[CH2:37][NH:38]C(=O)OC1C=CC([N+]([O-])=O)=CC=1. (2) Given the product [C:55]([O:54][C:53](=[O:59])[CH2:52][C@@H:51]([NH:50][C:63]([O:65][C:66]([CH3:69])([CH3:68])[CH3:67])=[O:64])[C:60](=[O:61])[N:46]1[C:47]2[C:43](=[CH:42][C:41]([CH2:40][CH2:39][C:32]3[S:33][C:34]([C:35]([F:38])([F:37])[F:36])=[C:30]([C:24]4[CH:29]=[CH:28][CH:27]=[CH:26][CH:25]=4)[CH:31]=3)=[CH:49][CH:48]=2)[CH2:44][CH2:45]1)([CH3:58])([CH3:57])[CH3:56], predict the reactants needed to synthesize it. The reactants are: CCN=C=NCCCN(C)C.Cl.C1C=CC2N(O)N=NC=2C=1.Cl.[C:24]1([C:30]2[CH:31]=[C:32]([CH2:39][CH2:40][C:41]3[CH:42]=[C:43]4[C:47](=[CH:48][CH:49]=3)[NH:46][CH2:45][CH2:44]4)[S:33][C:34]=2[C:35]([F:38])([F:37])[F:36])[CH:29]=[CH:28][CH:27]=[CH:26][CH:25]=1.[NH:50]([C:63]([O:65][C:66]([CH3:69])([CH3:68])[CH3:67])=[O:64])[C@@H:51]([C:60](O)=[O:61])[CH2:52][C:53](=[O:59])[O:54][C:55]([CH3:58])([CH3:57])[CH3:56].